This data is from Full USPTO retrosynthesis dataset with 1.9M reactions from patents (1976-2016). The task is: Predict the reactants needed to synthesize the given product. (1) Given the product [CH3:27][O:26][C:23]1[CH:24]=[C:25]2[C:20]([C:5]3[CH:6]=[C:7]([C:12]4[CH:17]=[CH:16][C:15]([O:18][CH3:19])=[CH:14][CH:13]=4)[CH:8]=[C:9]([C:10]#[N:11])[C:4]=3[NH:1]2)=[CH:21][CH:22]=1, predict the reactants needed to synthesize it. The reactants are: [N:1]([C:4]1[C:9]([C:10]#[N:11])=[CH:8][C:7]([C:12]2[CH:17]=[CH:16][C:15]([O:18][CH3:19])=[CH:14][CH:13]=2)=[CH:6][C:5]=1[C:20]1[CH:25]=[CH:24][C:23]([O:26][CH3:27])=[CH:22][CH:21]=1)=[N+]=[N-]. (2) Given the product [CH3:19][C:20]([CH3:22])=[O:21].[OH:17][S:14]([OH:18])(=[O:16])=[O:15].[O:4]=[Cr:3](=[O:6])=[O:5], predict the reactants needed to synthesize it. The reactants are: O.O.[Cr:3]([O:6][Cr:3]([O-])(=[O:5])=[O:4])([O-:6])(=[O:5])=[O:4].[Na+].[Na+].[S:14](=[O:18])(=[O:17])([OH:16])[OH:15].[CH3:19][C:20]([CH3:22])=[O:21]. (3) Given the product [CH2:27]([O:6][C:5](=[O:7])[CH:4]([C:8]1[CH:13]=[CH:12][C:11]([N+:14]([O-:16])=[O:15])=[C:10]([C:17]([F:18])([F:19])[F:20])[CH:9]=1)[CH2:3][CH:2]([CH3:21])[CH3:1])[CH3:28], predict the reactants needed to synthesize it. The reactants are: [CH3:1][CH:2]([CH3:21])[CH2:3][CH:4]([C:8]1[CH:13]=[CH:12][C:11]([N+:14]([O-:16])=[O:15])=[C:10]([C:17]([F:20])([F:19])[F:18])[CH:9]=1)[C:5]([OH:7])=[O:6].S(=O)(=O)(O)O.[CH2:27](O)[CH3:28]. (4) Given the product [NH2:8][C@H:9]1[C@@H:14]([CH2:15][OH:16])[CH2:13][CH2:12][N:11]([C:17]([O:19][C:20]([CH3:23])([CH3:22])[CH3:21])=[O:18])[CH2:10]1, predict the reactants needed to synthesize it. The reactants are: C([NH:8][C@H:9]1[C@@H:14]([CH2:15][OH:16])[CH2:13][CH2:12][N:11]([C:17]([O:19][C:20]([CH3:23])([CH3:22])[CH3:21])=[O:18])[CH2:10]1)C1C=CC=CC=1.